This data is from Full USPTO retrosynthesis dataset with 1.9M reactions from patents (1976-2016). The task is: Predict the reactants needed to synthesize the given product. Given the product [CH3:1][O:2][CH2:3][C:4]1[C:5]([C:6]([O:8][CH3:9])=[O:7])=[C:10]2[C:11]([CH:17]=[CH:16][CH2:15][O:14]2)=[CH:12][CH:13]=1, predict the reactants needed to synthesize it. The reactants are: [CH3:1][O:2][CH2:3][C:4]1[CH:13]=[CH:12][CH:11]=[C:10]([O:14][CH2:15][C:16]#[CH:17])[C:5]=1[C:6]([O:8][CH3:9])=[O:7].